Dataset: Full USPTO retrosynthesis dataset with 1.9M reactions from patents (1976-2016). Task: Predict the reactants needed to synthesize the given product. (1) Given the product [NH2:1][C:2]1[C:7]([C:8]#[N:9])=[C:6]([O:10][CH2:11][CH3:12])[N:5]=[C:4]([C:13]([NH:50][CH2:49][C:47]2[S:48][C:44]([C:39]3[CH:40]=[CH:41][CH:42]=[CH:43][N:38]=3)=[CH:45][CH:46]=2)=[O:15])[CH:3]=1, predict the reactants needed to synthesize it. The reactants are: [NH2:1][C:2]1[C:7]([C:8]#[N:9])=[C:6]([O:10][CH2:11][CH3:12])[N:5]=[C:4]([C:13]([OH:15])=O)[CH:3]=1.F[B-](F)(F)F.N1(OC(N(C)C)=[N+](C)C)C2C=CC=CC=2N=N1.[N:38]1[CH:43]=[CH:42][CH:41]=[CH:40][C:39]=1[C:44]1[S:48][C:47]([CH2:49][NH2:50])=[CH:46][CH:45]=1.C(N(C(C)C)CC)(C)C. (2) The reactants are: C(Cl)(=O)C(Cl)=O.[CH2:7]([O:9][C:10]1[CH:18]=[CH:17][C:13]([C:14]([OH:16])=O)=[CH:12][CH:11]=1)[CH3:8].[Br:19][C:20]1[CH:25]=[CH:24][C:23]([Cl:26])=[CH:22][C:21]=1[O:27][CH3:28].[Cl-].[Al+3].[Cl-].[Cl-]. Given the product [Br:19][C:20]1[CH:25]=[CH:24][C:23]([Cl:26])=[C:22]([C:14]([C:13]2[CH:12]=[CH:11][C:10]([O:9][CH2:7][CH3:8])=[CH:18][CH:17]=2)=[O:16])[C:21]=1[O:27][CH3:28], predict the reactants needed to synthesize it. (3) Given the product [CH3:1][O:2][C:3](=[O:14])[C:4]1[CH:9]=[CH:8][CH:7]=[C:6]([CH2:10][N:11]2[CH:38]=[C:37]([C:39]3[CH:44]=[CH:43][CH:42]=[CH:41][CH:40]=3)[N:13]=[N:12]2)[CH:5]=1, predict the reactants needed to synthesize it. The reactants are: [CH3:1][O:2][C:3](=[O:14])[C:4]1[CH:9]=[CH:8][CH:7]=[C:6]([CH2:10][N:11]=[N+:12]=[N-:13])[CH:5]=1.O=C1O[C@H]([C@H](CO)O)C([O-])=C1O.[Na+].C(N(C(C)C)C(C)C)C.[C:37]([C:39]1[CH:44]=[CH:43][CH:42]=[CH:41][CH:40]=1)#[CH:38].